This data is from Reaction yield outcomes from USPTO patents with 853,638 reactions. The task is: Predict the reaction yield, written as a fraction of the theoretical maximum amount of product (1.0 means a 100% yield; for example, 0.34 means a 34% yield). (1) The reactants are [C:1]1([CH:8]=[CH:7][C:5]([OH:6])=[CH:4][CH:3]=1)[OH:2].[OH-].[K+].O1CCOCC1.[C:17]([O:21][C:22](=[O:25])[CH2:23]Br)([CH3:20])([CH3:19])[CH3:18]. The catalyst is O. The product is [C:17]([O:21][C:22](=[O:25])[CH2:23][O:2][C:1]1[CH:8]=[CH:7][C:5]([OH:6])=[CH:4][CH:3]=1)([CH3:20])([CH3:19])[CH3:18]. The yield is 0.530. (2) The reactants are [F:1][C:2]1[CH:7]=[C:6]([O:8][CH3:9])[CH:5]=[CH:4][C:3]=1[CH2:10][C:11](=[O:13])[CH3:12].[Cr](Cl)([O-])(=O)=[O:15].[NH+]1C=CC=CC=1.N1C=CC=CC=1. The catalyst is C(Cl)Cl. The product is [F:1][C:2]1[CH:7]=[C:6]([O:8][CH3:9])[CH:5]=[CH:4][C:3]=1[C:10](=[O:15])[C:11](=[O:13])[CH3:12]. The yield is 0.550. (3) The reactants are FC(F)(F)S(O[C:7]1[CH:16]=[C:15]2[C:10]([C:11](=[O:17])[CH2:12][CH2:13][O:14]2)=[CH:9][CH:8]=1)(=O)=O.[CH2:20]([Sn](CCCC)(CCCC)C=C)[CH2:21]CC.[Cl-].[Li+]. The catalyst is O1CCOCC1.[Pd].C1(P(C2C=CC=CC=2)C2C=CC=CC=2)C=CC=CC=1.C1(P(C2C=CC=CC=2)C2C=CC=CC=2)C=CC=CC=1.C1(P(C2C=CC=CC=2)C2C=CC=CC=2)C=CC=CC=1.C1(P(C2C=CC=CC=2)C2C=CC=CC=2)C=CC=CC=1. The product is [CH:20]([C:7]1[CH:16]=[C:15]2[C:10]([C:11](=[O:17])[CH2:12][CH2:13][O:14]2)=[CH:9][CH:8]=1)=[CH2:21]. The yield is 0.800. (4) The reactants are [O:1]=[S:2]1(=[O:18])[C:7]2[CH:8]=[C:9]([NH:12][S:13]([CH3:16])(=[O:15])=[O:14])[CH:10]=[CH:11][C:6]=2[NH:5]C(=O)[NH:3]1. The catalyst is Cl.O. The product is [NH2:5][C:6]1[CH:11]=[CH:10][C:9]([NH:12][S:13]([CH3:16])(=[O:14])=[O:15])=[CH:8][C:7]=1[S:2]([NH2:3])(=[O:1])=[O:18]. The yield is 0.450. (5) The yield is 0.640. The product is [F:1][C:2]1[CH:7]=[CH:6][C:5]([C:8]#[C:9][C:10]2[CH:11]=[CH:12][C:13]([N:16]3[CH2:17][CH2:18][N:19]([S:22]([CH2:25][CH:26]([NH:36][OH:37])[CH2:27][CH2:28][CH2:29][C:30]4[N:35]=[CH:34][CH:33]=[CH:32][N:31]=4)(=[O:24])=[O:23])[CH2:20][CH2:21]3)=[N:14][CH:15]=2)=[CH:4][CH:3]=1. The catalyst is C1COCC1. The reactants are [F:1][C:2]1[CH:7]=[CH:6][C:5]([C:8]#[C:9][C:10]2[CH:11]=[CH:12][C:13]([N:16]3[CH2:21][CH2:20][N:19]([S:22]([CH:25]=[CH:26][CH2:27][CH2:28][CH2:29][C:30]4[N:35]=[CH:34][CH:33]=[CH:32][N:31]=4)(=[O:24])=[O:23])[CH2:18][CH2:17]3)=[N:14][CH:15]=2)=[CH:4][CH:3]=1.[NH2:36][OH:37]. (6) The reactants are Br[C:2]1[CH:7]=[CH:6][CH:5]=[C:4]([N+:8]([O-:10])=[O:9])[CH:3]=1.[CH3:11][C@H:12]1[CH2:16][CH2:15][CH2:14][NH:13]1.C([O-])([O-])=O.[Cs+].[Cs+].CC(C1C=C(C(C)C)C(C2C=CC=CC=2P(C2CCCCC2)C2CCCCC2)=C(C(C)C)C=1)C. The catalyst is O1CCOCC1.C1C=CC(/C=C/C(/C=C/C2C=CC=CC=2)=O)=CC=1.C1C=CC(/C=C/C(/C=C/C2C=CC=CC=2)=O)=CC=1.[Pd]. The product is [CH3:11][C@H:12]1[CH2:16][CH2:15][CH2:14][N:13]1[C:2]1[CH:7]=[CH:6][CH:5]=[C:4]([N+:8]([O-:10])=[O:9])[CH:3]=1. The yield is 0.570. (7) The reactants are Br[CH2:2][C:3](=O)[CH2:4][CH2:5][CH2:6][N:7]1[C:11](=[O:12])[C:10]2=[CH:13][CH:14]=[CH:15][CH:16]=[C:9]2[C:8]1=[O:17].[NH2:19][C:20]([NH2:22])=[S:21]. The catalyst is CN(C=O)C. The product is [NH2:22][C:20]1[S:21][CH:2]=[C:3]([CH2:4][CH2:5][CH2:6][N:7]2[C:11](=[O:12])[C:10]3=[CH:13][CH:14]=[CH:15][CH:16]=[C:9]3[C:8]2=[O:17])[N:19]=1. The yield is 0.970. (8) The reactants are [N+:1]([C:4]1[CH:9]=[CH:8][C:7]([C@H:10]2[CH2:16][N:15]([C:17]([O:19][C:20]([CH3:23])([CH3:22])[CH3:21])=[O:18])[CH2:14][CH2:13][CH2:12][O:11]2)=[CH:6][CH:5]=1)([O-])=O. The catalyst is CO.[Pd]. The product is [NH2:1][C:4]1[CH:9]=[CH:8][C:7]([C@H:10]2[CH2:16][N:15]([C:17]([O:19][C:20]([CH3:23])([CH3:22])[CH3:21])=[O:18])[CH2:14][CH2:13][CH2:12][O:11]2)=[CH:6][CH:5]=1. The yield is 0.880.